From a dataset of Reaction yield outcomes from USPTO patents with 853,638 reactions. Predict the reaction yield, written as a fraction of the theoretical maximum amount of product (1.0 means a 100% yield; for example, 0.34 means a 34% yield). (1) The reactants are [Cl:1][C:2]1[CH:7]=[CH:6][C:5]([NH:8][C@H:9]2[C:18]3[C:13](=[CH:14][CH:15]=[CH:16][CH:17]=3)[N:12]([C:19](=[O:28])[C:20]3[CH:25]=[CH:24][C:23]([O:26][CH3:27])=[CH:22][CH:21]=3)[C@@H:11]([CH3:29])[CH2:10]2)=[C:4]([CH3:30])[CH:3]=1.C(N(C(C)C)CC)(C)C.[C:40](Cl)(=[O:42])[CH3:41]. No catalyst specified. The yield is 0.920. The product is [Cl:1][C:2]1[CH:7]=[CH:6][C:5]([N:8]([C@H:9]2[C:18]3[C:13](=[CH:14][CH:15]=[CH:16][CH:17]=3)[N:12]([C:19](=[O:28])[C:20]3[CH:21]=[CH:22][C:23]([O:26][CH3:27])=[CH:24][CH:25]=3)[C@@H:11]([CH3:29])[CH2:10]2)[C:40](=[O:42])[CH3:41])=[C:4]([CH3:30])[CH:3]=1. (2) The yield is 0.990. The catalyst is C1COCC1.CO. The reactants are [CH3:1][O:2][CH2:3][C@@H:4]1[CH2:8][N:7]([C:9]([O:11][C:12]([CH3:15])([CH3:14])[CH3:13])=[O:10])[C@H:6]([C:16]([O:18]C)=[O:17])[CH2:5]1.[Li+].[OH-].Cl. The product is [C:12]([O:11][C:9]([N:7]1[CH2:8][C@@H:4]([CH2:3][O:2][CH3:1])[CH2:5][C@H:6]1[C:16]([OH:18])=[O:17])=[O:10])([CH3:15])([CH3:13])[CH3:14]. (3) The reactants are [F:1][C:2]([F:36])([F:35])[C:3]1[CH:4]=[C:5]([C:13]([CH3:34])([CH3:33])[C:14]([N:16]([C:18]2[CH:19]=[N:20][C:21](Cl)=[CH:22][C:23]=2[C:24]2[CH:29]=[CH:28][C:27]([F:30])=[CH:26][C:25]=2[CH3:31])[CH3:17])=[O:15])[CH:6]=[C:7]([C:9]([F:12])([F:11])[F:10])[CH:8]=1.[CH3:37][C:38]([O:41][C:42]([NH:44][C@H:45]([CH2:50][C:51]#[CH:52])[C:46]([O:48][CH3:49])=[O:47])=[O:43])([CH3:40])[CH3:39].C(NC(C)C)(C)C. The catalyst is C(N(CC)CC)C.O.Cl[Pd](Cl)([P](C1C=CC=CC=1)(C1C=CC=CC=1)C1C=CC=CC=1)[P](C1C=CC=CC=1)(C1C=CC=CC=1)C1C=CC=CC=1.[Cu]I.C1(P(C2C=CC=CC=2)C2C=CC=CC=2)C=CC=CC=1. The product is [F:1][C:2]([F:36])([F:35])[C:3]1[CH:4]=[C:5]([C:13]([CH3:34])([CH3:33])[C:14]([N:16]([CH3:17])[C:18]2[C:23]([C:24]3[CH:29]=[CH:28][C:27]([F:30])=[CH:26][C:25]=3[CH3:31])=[CH:22][C:21]([C:52]#[C:51][CH2:50][C@@H:45]([NH:44][C:42]([O:41][C:38]([CH3:40])([CH3:39])[CH3:37])=[O:43])[C:46]([O:48][CH3:49])=[O:47])=[N:20][CH:19]=2)=[O:15])[CH:6]=[C:7]([C:9]([F:12])([F:11])[F:10])[CH:8]=1. The yield is 0.561. (4) The reactants are [CH3:1][O:2][C:3]1[C:12]([C:13]([O:15]CC)=[O:14])=[C:11]([O:18][CH3:19])[C:10]2[C:5](=[CH:6][CH:7]=[CH:8][CH:9]=2)[N:4]=1.Cl. The catalyst is [OH-].[Na+]. The product is [CH3:1][O:2][C:3]1[C:12]([C:13]([OH:15])=[O:14])=[C:11]([O:18][CH3:19])[C:10]2[C:5](=[CH:6][CH:7]=[CH:8][CH:9]=2)[N:4]=1. The yield is 0.500. (5) The reactants are [C:1]1([CH2:7][CH:8]=O)[CH:6]=[CH:5][CH:4]=[CH:3][CH:2]=1.[C:10]1([CH2:16][CH2:17][NH2:18])[CH:15]=[CH:14][CH:13]=[CH:12][CH:11]=1.C(O[BH-](OC(=O)C)OC(=O)C)(=O)C.[Na+]. The catalyst is C1COCC1. The product is [CH2:8]([NH:18][CH2:17][CH2:16][C:10]1[CH:15]=[CH:14][CH:13]=[CH:12][CH:11]=1)[CH2:7][C:1]1[CH:6]=[CH:5][CH:4]=[CH:3][CH:2]=1. The yield is 0.110. (6) The reactants are [C:1]([O:5][C:6]([N:8]1[CH2:11][CH:10]([N:12]2[C:16]3[CH:17]=[C:18]([F:21])[CH:19]=[CH:20][C:15]=3[N:14]=[C:13]2[C@@H:22]([NH2:24])[CH3:23])[CH2:9]1)=[O:7])([CH3:4])([CH3:3])[CH3:2].Cl[C:26]1[N:34]=[CH:33][N:32]=[C:31]2[C:27]=1[N:28]=[CH:29][N:30]2C1CCCCO1.CCN(C(C)C)C(C)C. The catalyst is C(O)CCC. The product is [F:21][C:18]1[CH:19]=[CH:20][C:15]2[N:14]=[C:13]([CH:22]([NH:24][C:26]3[N:34]=[CH:33][N:32]=[C:31]4[C:27]=3[N:28]=[CH:29][NH:30]4)[CH3:23])[N:12]([CH:10]3[CH2:9][N:8]([C:6]([O:5][C:1]([CH3:4])([CH3:2])[CH3:3])=[O:7])[CH2:11]3)[C:16]=2[CH:17]=1. The yield is 0.710.